Task: Predict the product of the given reaction.. Dataset: Forward reaction prediction with 1.9M reactions from USPTO patents (1976-2016) (1) Given the reactants [CH2:1]([O:3]/[C:4](=[CH:10]\[C:11]1[CH:16]=[CH:15][C:14](B2OC(C)(C)C(C)(C)O2)=[CH:13][CH:12]=1)/[C:5]([O:7][CH2:8][CH3:9])=[O:6])[CH3:2].[CH3:26][NH:27][C:28]1[N:33]=[C:32](Br)[CH:31]=[CH:30][CH:29]=1.[F-].[Cs+].O, predict the reaction product. The product is: [CH2:1]([O:3]/[C:4](=[CH:10]\[C:11]1[CH:12]=[CH:13][C:14]([C:32]2[CH:31]=[CH:30][CH:29]=[C:28]([NH:27][CH3:26])[N:33]=2)=[CH:15][CH:16]=1)/[C:5]([O:7][CH2:8][CH3:9])=[O:6])[CH3:2]. (2) Given the reactants [C:1]1([C:7]2[C:11]([C:12]3[N:13]=[CH:14][NH:15][CH:16]=3)=[C:10]([CH2:17][O:18][CH3:19])[O:9][N:8]=2)[CH:6]=[CH:5][CH:4]=[CH:3][CH:2]=1.F[C:21]1[CH:26]=[CH:25][C:24]([C:27]([F:30])([F:29])[F:28])=[CH:23][CH:22]=1, predict the reaction product. The product is: [CH3:19][O:18][CH2:17][C:10]1[O:9][N:8]=[C:7]([C:1]2[CH:2]=[CH:3][CH:4]=[CH:5][CH:6]=2)[C:11]=1[C:12]1[N:13]=[CH:14][N:15]([C:21]2[CH:26]=[CH:25][C:24]([C:27]([F:30])([F:29])[F:28])=[CH:23][CH:22]=2)[CH:16]=1. (3) Given the reactants COC(N[C@H](C([N:13]1[C@@H:17]([CH3:18])[CH2:16][CH2:15][C@H:14]1[C:19]1[NH:23][C:22]2[C:24]3[C:29]([CH:30]=[CH:31][C:21]=2[N:20]=1)=[CH:28][C:27]1[C:32]2[C:37]([CH2:38][O:39][C:26]=1[CH:25]=3)=[CH:36][C:35]([C:40]1[NH:44][C:43]([C@@H:45]3[CH2:49][CH2:48][C@H:47]([CH3:50])[N:46]3[C:51](=[O:61])[C@@H:52]([NH:56][C:57](=[O:60])[O:58][CH3:59])[CH:53]([CH3:55])[CH3:54])=[N:42][CH:41]=1)=[CH:34][CH:33]=2)=O)[C@@H](C)OC)=O.[F:62][CH:63]([F:76])[O:64][C@H:65]([CH3:75])[C@H:66]([NH:70][C:71]([O:73][CH3:74])=[O:72])[C:67]([OH:69])=O, predict the reaction product. The product is: [F:76][CH:63]([F:62])[O:64][C@H:65]([CH3:75])[C@H:66]([NH:70][C:71]([O:73][CH3:74])=[O:72])[C:67]([N:13]1[C@@H:17]([CH3:18])[CH2:16][CH2:15][C@H:14]1[C:19]1[NH:23][C:22]2[C:24]3[C:29]([CH:30]=[CH:31][C:21]=2[N:20]=1)=[CH:28][C:27]1[C:32]2[C:37]([CH2:38][O:39][C:26]=1[CH:25]=3)=[CH:36][C:35]([C:40]1[NH:44][C:43]([C@@H:45]3[CH2:49][CH2:48][C@H:47]([CH3:50])[N:46]3[C:51](=[O:61])[C@@H:52]([NH:56][C:57](=[O:60])[O:58][CH3:59])[CH:53]([CH3:54])[CH3:55])=[N:42][CH:41]=1)=[CH:34][CH:33]=2)=[O:69]. (4) Given the reactants B1(C)OC(C2C=CC=CC=2)(C2C=CC=CC=2)[C@H]2N1CCC2.B.C(N(CC)C1C=CC=CC=1)C.[Br:34][CH2:35][C:36]([C:38]1[CH:43]=[CH:42][C:41]([O:44][C:45]([F:48])([F:47])[F:46])=[CH:40][CH:39]=1)=[O:37], predict the reaction product. The product is: [Br:34][CH2:35][C@H:36]([C:38]1[CH:39]=[CH:40][C:41]([O:44][C:45]([F:46])([F:47])[F:48])=[CH:42][CH:43]=1)[OH:37]. (5) The product is: [CH:50]([C:47]1[CH:46]=[CH:45][C:44]([C:8]2[C:9]3[C:14]([NH:15][CH2:16][CH2:17][CH2:18][CH2:19][CH2:20][C:21]([O:23][CH3:24])=[O:22])=[N:13][CH:12]=[N:11][C:10]=3[O:25][C:7]=2[C:1]2[CH:6]=[CH:5][CH:4]=[CH:3][CH:2]=2)=[N:49][CH:48]=1)=[O:51]. Given the reactants [C:1]1([C:7]2[O:25][C:10]3[N:11]=[CH:12][N:13]=[C:14]([NH:15][CH2:16][CH2:17][CH2:18][CH2:19][CH2:20][C:21]([O:23][CH3:24])=[O:22])[C:9]=3[C:8]=2B2OC(C)(C)C(C)(C)O2)[CH:6]=[CH:5][CH:4]=[CH:3][CH:2]=1.C(=O)([O-])[O-].[K+].[K+].CO.Br[C:44]1[N:49]=[CH:48][C:47]([CH:50]=[O:51])=[CH:46][CH:45]=1, predict the reaction product.